Dataset: Forward reaction prediction with 1.9M reactions from USPTO patents (1976-2016). Task: Predict the product of the given reaction. (1) Given the reactants [CH3:1][O:2][C:3](=[O:29])[C:4]1[CH:9]=[CH:8][C:7]([O:10][CH2:11][CH2:12][CH2:13]Br)=[CH:6][C:5]=1[NH:15][C:16](=[O:28])[C:17]1[CH:22]=[CH:21][C:20]([O:23][C:24]([F:27])([F:26])[F:25])=[CH:19][CH:18]=1.[F:30][C:31]([F:46])([F:45])[C:32]1[CH:33]=[C:34]([CH:38]=[C:39]([C:41]([F:44])([F:43])[F:42])[CH:40]=1)[CH:35]=[N:36][OH:37].C(=O)([O-])[O-].[Cs+].[Cs+], predict the reaction product. The product is: [CH3:1][O:2][C:3](=[O:29])[C:4]1[CH:9]=[CH:8][C:7]([O:10][CH2:11][CH2:12][CH2:13][O:37]/[N:36]=[CH:35]/[C:34]2[CH:38]=[C:39]([C:41]([F:43])([F:44])[F:42])[CH:40]=[C:32]([C:31]([F:30])([F:45])[F:46])[CH:33]=2)=[CH:6][C:5]=1[NH:15][C:16](=[O:28])[C:17]1[CH:22]=[CH:21][C:20]([O:23][C:24]([F:27])([F:26])[F:25])=[CH:19][CH:18]=1. (2) Given the reactants [CH3:1][C:2]([S:23]([CH3:26])(=[O:25])=[O:24])([CH2:8][CH2:9][C:10]1[CH:15]=[CH:14][C:13]([O:16][C:17]2[CH:22]=[CH:21][CH:20]=[CH:19][CH:18]=2)=[CH:12][CH:11]=1)[C:3]([O:5]CC)=[O:4].O.[OH-].[Li+].O, predict the reaction product. The product is: [CH3:1][C:2]([S:23]([CH3:26])(=[O:24])=[O:25])([CH2:8][CH2:9][C:10]1[CH:15]=[CH:14][C:13]([O:16][C:17]2[CH:22]=[CH:21][CH:20]=[CH:19][CH:18]=2)=[CH:12][CH:11]=1)[C:3]([OH:5])=[O:4]. (3) Given the reactants [O:1]=[C:2]1[C:10]2[CH:9]=[C:8]3[O:11][CH2:12][O:13][C:7]3=[CH:6][C:5]=2[C:4](=[O:14])[N:3]1[CH2:15][CH2:16][CH:17]1[CH2:22][CH2:21][N:20](C(OC(C)(C)C)=O)[CH2:19][CH2:18]1.[ClH:30], predict the reaction product. The product is: [ClH:30].[NH:20]1[CH2:21][CH2:22][CH:17]([CH2:16][CH2:15][N:3]2[C:4](=[O:14])[C:5]3[CH:6]=[C:7]4[O:13][CH2:12][O:11][C:8]4=[CH:9][C:10]=3[C:2]2=[O:1])[CH2:18][CH2:19]1. (4) The product is: [F:32][C:31]([F:34])([F:33])[C:30]([OH:35])([CH3:36])[CH2:29][CH2:28][NH:27][C:24]([C:7]1[N:8]([CH2:12][C:13]2[CH:18]=[CH:17][CH:16]=[C:15]([O:19][C:20]([F:23])([F:21])[F:22])[CH:14]=2)[C:9]2[C:5]([CH:6]=1)=[CH:4][C:3]([C:1]#[N:2])=[CH:11][CH:10]=2)=[O:25]. Given the reactants [C:1]([C:3]1[CH:4]=[C:5]2[C:9](=[CH:10][CH:11]=1)[N:8]([CH2:12][C:13]1[CH:18]=[CH:17][CH:16]=[C:15]([O:19][C:20]([F:23])([F:22])[F:21])[CH:14]=1)[C:7]([C:24](O)=[O:25])=[CH:6]2)#[N:2].[NH2:27][CH2:28][CH2:29][C:30]([CH3:36])([OH:35])[C:31]([F:34])([F:33])[F:32], predict the reaction product. (5) Given the reactants [CH3:1][S:2]([C:5]1[CH:6]=[C:7]([C:11]2[N:16]3[N:17]=[C:18]([NH2:20])[N:19]=[C:15]3[CH:14]=[CH:13][CH:12]=2)[CH:8]=[CH:9][CH:10]=1)(=[O:4])=[O:3].Br[C:22]1[CH:34]=[CH:33][C:25]([CH2:26][N:27]2[CH2:32][CH2:31][O:30][CH2:29][CH2:28]2)=[CH:24][CH:23]=1, predict the reaction product. The product is: [CH3:1][S:2]([C:5]1[CH:6]=[C:7]([C:11]2[N:16]3[N:17]=[C:18]([NH:20][C:22]4[CH:23]=[CH:24][C:25]([CH2:26][N:27]5[CH2:32][CH2:31][O:30][CH2:29][CH2:28]5)=[CH:33][CH:34]=4)[N:19]=[C:15]3[CH:14]=[CH:13][CH:12]=2)[CH:8]=[CH:9][CH:10]=1)(=[O:3])=[O:4].[N:27]1([CH2:26][C:25]2[CH:33]=[CH:34][C:22]([NH2:16])=[CH:23][CH:24]=2)[CH2:32][CH2:31][O:30][CH2:29][CH2:28]1. (6) Given the reactants C([O:8][C:9]1[CH:10]=[C:11]([C:15]2[CH:16]=[C:17]3[C:21](=[CH:22][CH:23]=2)[NH:20][N:19]=[C:18]3[C:24]2[NH:25][CH:26]=[CH:27][CH:28]=2)[CH:12]=[N:13][CH:14]=1)C1C=CC=CC=1, predict the reaction product. The product is: [NH:25]1[CH:26]=[CH:27][CH:28]=[C:24]1[C:18]1[C:17]2[C:21](=[CH:22][CH:23]=[C:15]([C:11]3[CH:10]=[C:9]([OH:8])[CH:14]=[N:13][CH:12]=3)[CH:16]=2)[NH:20][N:19]=1.